This data is from Full USPTO retrosynthesis dataset with 1.9M reactions from patents (1976-2016). The task is: Predict the reactants needed to synthesize the given product. Given the product [Cl:13][C:2]1[C:10]2[CH:9]=[CH:8][S:7][C:6]=2[C:5]([OH:11])=[CH:4][CH:3]=1, predict the reactants needed to synthesize it. The reactants are: Br[C:2]1[C:10]2[CH:9]=[CH:8][S:7][C:6]=2[C:5]([O:11]C)=[CH:4][CH:3]=1.[ClH:13].N1C=CC=CC=1.